Dataset: Peptide-MHC class I binding affinity with 185,985 pairs from IEDB/IMGT. Task: Regression. Given a peptide amino acid sequence and an MHC pseudo amino acid sequence, predict their binding affinity value. This is MHC class I binding data. (1) The peptide sequence is ATPRPANRI. The MHC is Mamu-A01 with pseudo-sequence Mamu-A01. The binding affinity (normalized) is 0.662. (2) The peptide sequence is FMSNGEHVPF. The MHC is Mamu-B17 with pseudo-sequence Mamu-B17. The binding affinity (normalized) is 0.0543. (3) The peptide sequence is QLEVRSTEV. The MHC is HLA-B46:01 with pseudo-sequence HLA-B46:01. The binding affinity (normalized) is 0.0847. (4) The peptide sequence is RRFNLFNKF. The MHC is HLA-B57:01 with pseudo-sequence HLA-B57:01. The binding affinity (normalized) is 0.0847.